Dataset: Catalyst prediction with 721,799 reactions and 888 catalyst types from USPTO. Task: Predict which catalyst facilitates the given reaction. (1) Reactant: [NH2:1][C:2]1[N:7]=[C:6]([S:8][CH2:9][C:10]2[N:11]=[C:12]([CH3:15])[S:13][CH:14]=2)[NH:5][C:4](=[O:16])[CH:3]=1.[S-:17][C:18]#[N:19].[K+].N1C=CC=CC=1.BrBr. Product: [NH2:19][C:18]1[S:17][C:3]2[C:4](=[O:16])[NH:5][C:6]([S:8][CH2:9][C:10]3[N:11]=[C:12]([CH3:15])[S:13][CH:14]=3)=[N:7][C:2]=2[N:1]=1. The catalyst class is: 18. (2) Reactant: [C:1]([O:5][C:6]([NH:8][C@H:9]([CH2:14]OS(C)(=O)=O)[C:10]([O:12][CH3:13])=[O:11])=[O:7])([CH3:4])([CH3:3])[CH3:2].[C:20]([O-:23])(=[S:22])[CH3:21].[K+]. Product: [C:20]([S:22][CH2:14][C@@H:9]([NH:8][C:6]([O:5][C:1]([CH3:2])([CH3:3])[CH3:4])=[O:7])[C:10]([O:12][CH3:13])=[O:11])(=[O:23])[CH3:21]. The catalyst class is: 21. (3) Reactant: [CH2:1]([N:3]1[C:11]2[C:6](=[C:7]([N+:16]([O-])=O)[CH:8]=[C:9]([C:12]([O:14][CH3:15])=[O:13])[CH:10]=2)[CH:5]=[N:4]1)[CH3:2]. Product: [NH2:16][C:7]1[CH:8]=[C:9]([C:12]([O:14][CH3:15])=[O:13])[CH:10]=[C:11]2[C:6]=1[CH:5]=[N:4][N:3]2[CH2:1][CH3:2]. The catalyst class is: 838. (4) Reactant: [CH2:1]([O:8][C@H:9]1[CH2:14][CH2:13][CH2:12]C[C@@H:10]1[NH2:15])[C:2]1[CH:7]=[CH:6][CH:5]=[CH:4][CH:3]=1.[CH2:16]1[CH2:22][S:19](=[O:21])(=[O:20])[O:18][CH2:17]1. Product: [CH2:1]([O:8][C@H:9]1[CH2:14][CH2:13][CH2:12][C@@H:10]1[NH:15][CH2:17][CH2:16][CH2:22][S:19]([OH:21])(=[O:20])=[O:18])[C:2]1[CH:3]=[CH:4][CH:5]=[CH:6][CH:7]=1. The catalyst class is: 7.